From a dataset of Full USPTO retrosynthesis dataset with 1.9M reactions from patents (1976-2016). Predict the reactants needed to synthesize the given product. Given the product [CH3:11][NH:12][CH2:2][CH:3]=[CH:4][C:5]#[C:6][C:7]([CH3:10])([CH3:9])[CH3:8], predict the reactants needed to synthesize it. The reactants are: Br[CH2:2][CH:3]=[CH:4][C:5]#[C:6][C:7]([CH3:10])([CH3:9])[CH3:8].[CH3:11][NH2:12].